Dataset: Forward reaction prediction with 1.9M reactions from USPTO patents (1976-2016). Task: Predict the product of the given reaction. Given the reactants [F:1][C:2]([F:23])([F:22])[C:3]1[CH:4]=[C:5]([CH:15]=[C:16]([C:18]([F:21])([F:20])[F:19])[CH:17]=1)[CH2:6][N:7]1[C:11](I)=[C:10]([C:13]#[N:14])[N:9]=[CH:8]1.C([Sn](CCCC)(CCCC)[C:29]1[CH:30]=[N:31][CH:32]=[CH:33][CH:34]=1)CCC, predict the reaction product. The product is: [F:1][C:2]([F:23])([F:22])[C:3]1[CH:4]=[C:5]([CH:15]=[C:16]([C:18]([F:21])([F:20])[F:19])[CH:17]=1)[CH2:6][N:7]1[C:11]([C:29]2[CH:30]=[N:31][CH:32]=[CH:33][CH:34]=2)=[C:10]([C:13]#[N:14])[N:9]=[CH:8]1.